This data is from Buchwald-Hartwig C-N cross coupling reaction yields with 55,370 reactions. The task is: Predict the reaction yield, written as a fraction of the theoretical maximum amount of product (1.0 means a 100% yield; for example, 0.34 means a 34% yield). (1) No catalyst specified. The product is Cc1ccc(Nc2ccc(C(F)(F)F)cc2)cc1. The reactants are FC(F)(F)c1ccc(Cl)cc1.Cc1ccc(N)cc1.O=S(=O)(O[Pd]1c2ccccc2-c2ccccc2N~1)C(F)(F)F.CC(C)c1cc(C(C)C)c(-c2ccccc2P(C(C)(C)C)C(C)(C)C)c(C(C)C)c1.CCN=P(N=P(N(C)C)(N(C)C)N(C)C)(N(C)C)N(C)C.CCOC(=O)c1cc(C)no1. The yield is 0.0598. (2) The reactants are COc1ccc(Cl)cc1.Cc1ccc(N)cc1.O=S(=O)(O[Pd]1c2ccccc2-c2ccccc2N~1)C(F)(F)F.CC(C)c1cc(C(C)C)c(-c2ccccc2P(C2CCCCC2)C2CCCCC2)c(C(C)C)c1.CN1CCCN2CCCN=C12.Cc1cc(-c2ccccc2)on1. No catalyst specified. The product is COc1ccc(Nc2ccc(C)cc2)cc1. The yield is 0. (3) The reactants are Ic1ccccn1.Cc1ccc(N)cc1.O=S(=O)(O[Pd]1c2ccccc2-c2ccccc2N~1)C(F)(F)F.CC(C)c1cc(C(C)C)c(-c2ccccc2P(C2CCCCC2)C2CCCCC2)c(C(C)C)c1.CN1CCCN2CCCN=C12.CCOC(=O)c1cnoc1. No catalyst specified. The product is Cc1ccc(Nc2ccccn2)cc1. The yield is 0.135.